This data is from Full USPTO retrosynthesis dataset with 1.9M reactions from patents (1976-2016). The task is: Predict the reactants needed to synthesize the given product. (1) Given the product [O:1]=[C:2]1[NH:6][C:5](=[O:7])[CH:4]([CH2:8][C:9]2[S:13][C:12]([C:14]3[CH:15]=[C:16]([CH:27]=[CH:28][CH:29]=3)[CH2:17][CH2:18][NH:19][C:20](=[O:26])[O:21][C:22]([CH3:25])([CH3:23])[CH3:24])=[CH:11][CH:10]=2)[S:3]1, predict the reactants needed to synthesize it. The reactants are: [O:1]=[C:2]1[NH:6][C:5](=[O:7])[C:4](=[CH:8][C:9]2[S:13][C:12]([C:14]3[CH:15]=[C:16]([CH:27]=[CH:28][CH:29]=3)[CH2:17][CH2:18][NH:19][C:20](=[O:26])[O:21][C:22]([CH3:25])([CH3:24])[CH3:23])=[CH:11][CH:10]=2)[S:3]1. (2) Given the product [CH3:19][C@H:17]1[O:18][C@@H:13]([CH3:12])[CH2:14][N:15]([C:2]2[CH:3]=[CH:4][C:5]([N+:9]([O-:11])=[O:10])=[C:6]([NH2:8])[CH:7]=2)[CH2:16]1, predict the reactants needed to synthesize it. The reactants are: Cl[C:2]1[CH:3]=[CH:4][C:5]([N+:9]([O-:11])=[O:10])=[C:6]([NH2:8])[CH:7]=1.[CH3:12][C@H:13]1[O:18][C@@H:17]([CH3:19])[CH2:16][NH:15][CH2:14]1.C([O-])([O-])=O.[K+].[K+].O. (3) Given the product [Cl:1][C:2]1[CH:3]=[C:4]([NH:8][CH2:11][CH2:10][C:9]#[N:12])[CH:5]=[CH:6][CH:7]=1, predict the reactants needed to synthesize it. The reactants are: [Cl:1][C:2]1[CH:3]=[C:4]([NH2:8])[CH:5]=[CH:6][CH:7]=1.[C:9](#[N:12])[CH:10]=[CH2:11]. (4) Given the product [NH2:31][C:29]1[N:30]=[C:25]([CH2:24][CH2:23][O:22][C:21]2[CH:20]=[CH:19][C:18]([NH:17][C:15]([C:4]3[C:5]([C:8]4[CH:13]=[CH:12][C:11]([CH3:14])=[CH:10][CH:9]=4)=[CH:6][CH:7]=[C:2]([CH3:1])[CH:3]=3)=[O:16])=[CH:40][CH:39]=2)[CH:26]=[CH:27][CH:28]=1, predict the reactants needed to synthesize it. The reactants are: [CH3:1][C:2]1[CH:7]=[CH:6][C:5]([C:8]2[CH:13]=[CH:12][C:11]([CH3:14])=[CH:10][CH:9]=2)=[C:4]([C:15]([NH:17][C:18]2[CH:40]=[CH:39][C:21]([O:22][CH2:23][CH2:24][C:25]3[N:30]=[C:29]([NH:31]C(=O)OC(C)(C)C)[CH:28]=[CH:27][CH:26]=3)=[CH:20][CH:19]=2)=[O:16])[CH:3]=1.FC(F)(F)C(O)=O. (5) Given the product [ClH:1].[ClH:1].[Cl:1][C:2]1[CH:3]=[C:4]([CH:8]([CH:12]2[CH2:13][CH2:14][CH2:15][CH2:16][CH:11]2[OH:10])[CH2:9][N:18]2[CH2:23][CH2:22][NH:21][CH2:20][CH2:19]2)[CH:5]=[CH:6][CH:7]=1, predict the reactants needed to synthesize it. The reactants are: [Cl:1][C:2]1[CH:3]=[C:4]([CH:8]2[CH:12]3[CH2:13][CH2:14][CH2:15][CH2:16][CH:11]3[O:10][CH:9]2O)[CH:5]=[CH:6][CH:7]=1.[N:18]1(C(OC(C)(C)C)=O)[CH2:23][CH2:22][NH:21][CH2:20][CH2:19]1.C(O[BH-](OC(=O)C)OC(=O)C)(=O)C.[Na+].